Dataset: Forward reaction prediction with 1.9M reactions from USPTO patents (1976-2016). Task: Predict the product of the given reaction. (1) Given the reactants [CH2:1]([C:4]1[C:13]([OH:14])=[CH:12][C:7]([C:8]([O:10][CH3:11])=[O:9])=[CH:6][C:5]=1[C:15]([O:17][CH3:18])=[O:16])[CH:2]=[CH2:3].[CH3:19][S:20]([C:23]1[CH:28]=[CH:27][C:26](F)=[CH:25][CH:24]=1)(=[O:22])=[O:21].C([O-])([O-])=O.[Cs+].[Cs+], predict the reaction product. The product is: [CH2:1]([C:4]1[C:13]([O:14][C:26]2[CH:27]=[CH:28][C:23]([S:20]([CH3:19])(=[O:22])=[O:21])=[CH:24][CH:25]=2)=[CH:12][C:7]([C:8]([O:10][CH3:11])=[O:9])=[CH:6][C:5]=1[C:15]([O:17][CH3:18])=[O:16])[CH:2]=[CH2:3]. (2) Given the reactants [C:1]1([CH3:7])[CH:6]=[CH:5]C=[CH:3][CH:2]=1.CN1[CH:13]=[CH:12][N:11]=[CH:10]1.[N+](=[CH:16][C:17]([O:19][CH2:20][CH3:21])=[O:18])=[N-], predict the reaction product. The product is: [C:1]([C:12]1[N:11]=[CH:10][C:6]([C:1]2([CH2:2][CH3:3])[CH2:7][CH:16]2[C:17]([O:19][CH2:20][CH3:21])=[O:18])=[CH:5][CH:13]=1)([CH3:7])([CH3:6])[CH3:2].